This data is from Full USPTO retrosynthesis dataset with 1.9M reactions from patents (1976-2016). The task is: Predict the reactants needed to synthesize the given product. (1) The reactants are: [CH2:1]([N:8]([CH2:16][C:17]1[CH:22]=[CH:21][CH:20]=[CH:19][CH:18]=1)[CH:9]1[CH2:14][CH2:13][CH2:12][C:11](=O)[CH2:10]1)[C:2]1[CH:7]=[CH:6][CH:5]=[CH:4][CH:3]=1.Cl.[NH2:24][OH:25].C([O-])(=O)C.[Na+]. Given the product [CH2:1]([N:8]([CH2:16][C:17]1[CH:22]=[CH:21][CH:20]=[CH:19][CH:18]=1)[CH:9]1[CH2:14][CH2:13][CH2:12][C:11](=[N:24][OH:25])[CH2:10]1)[C:2]1[CH:7]=[CH:6][CH:5]=[CH:4][CH:3]=1, predict the reactants needed to synthesize it. (2) Given the product [Br:1][C:2]1[C:10]2[CH:9]=[N:8][C:7]([NH:39][CH2:38][C:37]3[CH:40]=[CH:41][C:42]([F:43])=[C:35]([F:34])[CH:36]=3)=[N:6][C:5]=2[N:4]([CH2:12][C@@H:13]2[CH2:18][CH2:17][CH2:16][N:15]([C:19]([O:21][C:22]([CH3:25])([CH3:24])[CH3:23])=[O:20])[CH2:14]2)[C:3]=1[C:26]1[C:31]([Cl:32])=[CH:30][CH:29]=[CH:28][C:27]=1[Cl:33], predict the reactants needed to synthesize it. The reactants are: [Br:1][C:2]1[C:10]2[CH:9]=[N:8][C:7](Cl)=[N:6][C:5]=2[N:4]([CH2:12][C@@H:13]2[CH2:18][CH2:17][CH2:16][N:15]([C:19]([O:21][C:22]([CH3:25])([CH3:24])[CH3:23])=[O:20])[CH2:14]2)[C:3]=1[C:26]1[C:31]([Cl:32])=[CH:30][CH:29]=[CH:28][C:27]=1[Cl:33].[F:34][C:35]1[CH:36]=[C:37]([CH:40]=[CH:41][C:42]=1[F:43])[CH2:38][NH2:39].